This data is from Forward reaction prediction with 1.9M reactions from USPTO patents (1976-2016). The task is: Predict the product of the given reaction. (1) Given the reactants [CH3:1][O:2][C:3]1[C:8]([CH3:9])=[CH:7][N:6]=[C:5]([CH2:10][OH:11])[C:4]=1[CH3:12], predict the reaction product. The product is: [CH3:1][O:2][C:3]1[C:8]([CH3:9])=[CH:7][N:6]=[C:5]([CH:10]=[O:11])[C:4]=1[CH3:12]. (2) The product is: [CH3:3][C:4]1[CH:5]=[C:6]([C:21]2[CH:22]=[N:23][N:24]([C@@H:26]3[CH2:31][CH2:30][C@H:29]([OH:32])[CH2:28][CH2:27]3)[CH:25]=2)[CH:7]=[C:8]([NH:10][C:11]2[N:16]=[C:15]([C:17]([F:20])([F:19])[F:18])[CH:14]=[CH:13][N:12]=2)[CH:9]=1. Given the reactants [BH4-].[Na+].[CH3:3][C:4]1[CH:5]=[C:6]([C:21]2[CH:22]=[N:23][N:24]([CH:26]3[CH2:31][CH2:30][C:29](=[O:32])[CH2:28][CH2:27]3)[CH:25]=2)[CH:7]=[C:8]([NH:10][C:11]2[N:16]=[C:15]([C:17]([F:20])([F:19])[F:18])[CH:14]=[CH:13][N:12]=2)[CH:9]=1, predict the reaction product. (3) Given the reactants FC(F)(F)C(O)=O.C(OC([N:15]1[CH2:29][CH2:28][N:18]2[C:19]3[CH:20]=[C:21]([S:26][CH3:27])[CH:22]=[CH:23][C:24]=3[CH2:25][CH:17]2[CH2:16]1)=O)(C)(C)C.C(=O)([O-])O.[Na+].[C:35]([OH:42])(=[O:41])/[CH:36]=[CH:37]/[C:38]([OH:40])=[O:39], predict the reaction product. The product is: [C:35]([OH:42])(=[O:41])/[CH:36]=[CH:37]/[C:38]([OH:40])=[O:39].[CH3:27][S:26][C:21]1[CH:22]=[CH:23][C:24]2[CH2:25][CH:17]3[CH2:16][NH:15][CH2:29][CH2:28][N:18]3[C:19]=2[CH:20]=1. (4) Given the reactants [OH:1][C:2]1[CH:11]=[CH:10][C:5]2[C:6]([CH3:9])=[N:7][O:8][C:4]=2[C:3]=1[CH:12]=[O:13].[C:14]([O-])([O-])=O.[K+].[K+].S(OC)(OC)(=O)=O, predict the reaction product. The product is: [CH3:14][O:1][C:2]1[CH:11]=[CH:10][C:5]2[C:6]([CH3:9])=[N:7][O:8][C:4]=2[C:3]=1[CH:12]=[O:13]. (5) Given the reactants [OH:1][C:2]1[C:7]([C:8]([CH3:11])([CH3:10])[CH3:9])=[CH:6][C:5]([CH3:12])=[CH:4][C:3]=1[N:13]1[N:17]=[C:16]2[CH:18]=[CH:19][C:20]([Cl:22])=[CH:21][C:15]2=[N:14]1.N(C(C)(C)C#N)=NC(C)(C)C#N.[Br:35]Br, predict the reaction product. The product is: [OH:1][C:2]1[C:7]([C:8]([CH3:9])([CH3:11])[CH3:10])=[CH:6][C:5]([CH2:12][Br:35])=[CH:4][C:3]=1[N:13]1[N:17]=[C:16]2[CH:18]=[CH:19][C:20]([Cl:22])=[CH:21][C:15]2=[N:14]1. (6) Given the reactants Cl[C:2]1[C:11]([N+:12]([O-:14])=[O:13])=[CH:10][C:5]([C:6]([O:8][CH3:9])=[O:7])=[CH:4][N:3]=1.[CH3:15][NH:16][CH2:17][C:18]([O:20][CH3:21])=[O:19], predict the reaction product. The product is: [CH3:21][O:20][C:18](=[O:19])[CH2:17][N:16]([CH3:15])[C:2]1[C:11]([N+:12]([O-:14])=[O:13])=[CH:10][C:5]([C:6]([O:8][CH3:9])=[O:7])=[CH:4][N:3]=1. (7) Given the reactants CO[C:3]1([C:8]2[CH:13]=[CH:12][C:11]([S:14]([CH3:17])(=[O:16])=[O:15])=[CH:10][CH:9]=2)[C:5]([CH3:7])([CH3:6])[O:4]1.[CH2:18]([NH:20][CH2:21][CH3:22])[CH3:19].CSC1C=CC(C(C2(N3CCCC3)CCCCC2)=O)=CC=1, predict the reaction product. The product is: [CH2:18]([N:20]([CH2:21][CH3:22])[C:5]([CH3:7])([CH3:6])[C:3]([C:8]1[CH:13]=[CH:12][C:11]([S:14]([CH3:17])(=[O:16])=[O:15])=[CH:10][CH:9]=1)=[O:4])[CH3:19]. (8) Given the reactants [CH3:1][N:2]1[CH:6]=[C:5]([C:7]2[CH:8]=[C:9]3[C:14](=[CH:15][CH:16]=2)[N:13]([C:17]2[C:21]4[CH2:22][N:23]([C:26](=[O:28])[CH3:27])[CH2:24][CH2:25][C:20]=4[NH:19][N:18]=2)[CH2:12][CH2:11][CH2:10]3)[CH:4]=[N:3]1.[CH2:29]([N:36]1[C:41](=[O:42])[CH:40]=[CH:39][CH2:38][CH2:37]1)[C:30]1[CH:35]=[CH:34][CH:33]=[CH:32][CH:31]=1.N12CCCN=C1CCCCC2, predict the reaction product. The product is: [C:26]([N:23]1[CH2:24][CH2:25][C:20]2[N:19]([CH:39]3[CH2:38][CH2:37][N:36]([CH2:29][C:30]4[CH:31]=[CH:32][CH:33]=[CH:34][CH:35]=4)[C:41](=[O:42])[CH2:40]3)[N:18]=[C:17]([N:13]3[C:14]4[C:9](=[CH:8][C:7]([C:5]5[CH:4]=[N:3][N:2]([CH3:1])[CH:6]=5)=[CH:16][CH:15]=4)[CH2:10][CH2:11][CH2:12]3)[C:21]=2[CH2:22]1)(=[O:28])[CH3:27]. (9) Given the reactants B.[ClH:2].Cl.[CH3:4][N:5]([C:21]1[CH:26]=[C:25]([O:27][CH3:28])[C:24]([O:29][CH3:30])=[C:23]([O:31][CH3:32])[CH:22]=1)[C:6](=O)[CH2:7][CH2:8][CH2:9][N:10]1[CH2:15][CH2:14][N:13]2[CH2:16][CH2:17][CH2:18][CH2:19][CH:12]2[CH2:11]1.Cl, predict the reaction product. The product is: [ClH:2].[ClH:2].[ClH:2].[CH3:4][N:5]([CH2:6][CH2:7][CH2:8][CH2:9][N:10]1[CH2:15][CH2:14][N:13]2[CH2:16][CH2:17][CH2:18][CH2:19][CH:12]2[CH2:11]1)[C:21]1[CH:26]=[C:25]([O:27][CH3:28])[C:24]([O:29][CH3:30])=[C:23]([O:31][CH3:32])[CH:22]=1. (10) Given the reactants [O:1]=[C:2]1[C:11]2[CH:10]=[CH:9][CH:8]=[C:7]3[NH:12][CH:13]([C:21]4[CH:28]=[CH:27][C:24]([CH:25]=O)=[CH:23][CH:22]=4)[CH:14]([C:15]4[CH:20]=[CH:19][CH:18]=[CH:17][CH:16]=4)[C:5]([C:6]=23)=[N:4][NH:3]1.[BH4-].[Na+].[CH3:31][NH2:32], predict the reaction product. The product is: [CH3:31][NH:32][CH2:25][C:24]1[CH:23]=[CH:22][C:21]([CH:13]2[NH:12][C:7]3[C:6]4[C:5](=[N:4][NH:3][C:2](=[O:1])[C:11]=4[CH:10]=[CH:9][CH:8]=3)[CH:14]2[C:15]2[CH:20]=[CH:19][CH:18]=[CH:17][CH:16]=2)=[CH:28][CH:27]=1.